Dataset: Forward reaction prediction with 1.9M reactions from USPTO patents (1976-2016). Task: Predict the product of the given reaction. (1) Given the reactants [CH3:1]C(C)([O-])C.[K+].[I-].C[S+](C)(C)=O.[Br:13][C:14]1[CH:15]=[CH:16][CH:17]=[C:18]2[C:23]=1[N:22]=[C:21]([C:24]([C:26]1[CH:31]=[CH:30][CH:29]=[CH:28][CH:27]=1)=[CH2:25])[N:20]=[CH:19]2, predict the reaction product. The product is: [Br:13][C:14]1[CH:15]=[CH:16][CH:17]=[C:18]2[C:23]=1[N:22]=[C:21]([C:24]1([C:26]3[CH:27]=[CH:28][CH:29]=[CH:30][CH:31]=3)[CH2:1][CH2:25]1)[N:20]=[CH:19]2. (2) Given the reactants [Cl:1][C:2]1[C:3]([C:46](=[O:56])[N:47]([CH2:52][CH2:53][CH2:54][CH3:55])[CH2:48][CH2:49][CH2:50][CH3:51])=[N:4][N:5]([C:8]2[CH:29]=[CH:28][C:27]([C:30](=[O:45])[NH:31][S:32]([C:35]3[CH:44]=[CH:43][C:42]4[C:37](=[CH:38][CH:39]=[CH:40][CH:41]=4)[CH:36]=3)(=[O:34])=[O:33])=[CH:26][C:9]=2[C:10]([N:12]2[C@@H](C(OC)=O)C[C:19]3[C:14](=[CH:15][CH:16]=[CH:17][CH:18]=3)[CH2:13]2)=[O:11])[C:6]=1[CH3:7].ClC1C(C(=O)N(CCCC)CCCC)=NN(C2C=CC(C(=O)NS(C3C=CC4C(=CC=CC=4)C=3)(=O)=O)=CC=2C(O)=[O:67])C=1C, predict the reaction product. The product is: [Cl:1][C:2]1[C:3]([C:46](=[O:56])[N:47]([CH2:52][CH2:53][CH2:54][CH3:55])[CH2:48][CH2:49][CH2:50][CH3:51])=[N:4][N:5]([C:8]2[CH:29]=[CH:28][C:27]([C:30]([NH:31][S:32]([C:35]3[CH:44]=[CH:43][C:42]4[C:37](=[CH:38][CH:39]=[CH:40][CH:41]=4)[CH:36]=3)(=[O:33])=[O:34])=[O:45])=[CH:26][C:9]=2[C:10]([NH:12][CH2:13][C:14]2[CH:15]=[CH:16][CH:17]=[CH:18][C:19]=2[OH:67])=[O:11])[C:6]=1[CH3:7].